Dataset: Catalyst prediction with 721,799 reactions and 888 catalyst types from USPTO. Task: Predict which catalyst facilitates the given reaction. (1) Reactant: [CH3:1][CH:2]1[CH2:7][CH:6]([NH2:8])[CH2:5][CH:4]([CH3:9])[O:3]1.C(N(CC)C(C)C)(C)C.[C:19](O[C:19]([O:21][C:22]([CH3:25])([CH3:24])[CH3:23])=[O:20])([O:21][C:22]([CH3:25])([CH3:24])[CH3:23])=[O:20]. Product: [CH3:1][C@@H:2]1[CH2:7][CH:6]([NH:8][C:19](=[O:20])[O:21][C:22]([CH3:25])([CH3:24])[CH3:23])[CH2:5][C@H:4]([CH3:9])[O:3]1. The catalyst class is: 23. (2) Reactant: [N:1]1[CH:6]=[CH:5][C:4]([C:7]2[S:8][CH:9]=[C:10]([NH:12][C:13](=[O:35])[NH:14][C:15]3[N:20]=[C:19]([O:21][CH2:22][CH:23]4[CH2:27][CH2:26][N:25](C(OC(C)(C)C)=O)[CH2:24]4)[CH:18]=[CH:17][CH:16]=3)[N:11]=2)=[CH:3][CH:2]=1.C(O)(C(F)(F)F)=O.C([O-])(O)=O.[Na+]. Product: [N:1]1[CH:2]=[CH:3][C:4]([C:7]2[S:8][CH:9]=[C:10]([NH:12][C:13]([NH:14][C:15]3[CH:16]=[CH:17][CH:18]=[C:19]([O:21][CH2:22][CH:23]4[CH2:27][CH2:26][NH:25][CH2:24]4)[N:20]=3)=[O:35])[N:11]=2)=[CH:5][CH:6]=1. The catalyst class is: 2. (3) Reactant: [C:1]([O:5][C:6](=[O:18])[NH:7][C:8]1[CH:9]=[N:10][N:11]([C:13]([CH3:17])([CH3:16])[CH2:14][OH:15])[CH:12]=1)([CH3:4])([CH3:3])[CH3:2].C(N(CC)CC)C.[CH3:26][S:27](Cl)(=[O:29])=[O:28]. Product: [CH3:26][S:27]([O:15][CH2:14][C:13]([N:11]1[CH:12]=[C:8]([NH:7][C:6]([O:5][C:1]([CH3:4])([CH3:2])[CH3:3])=[O:18])[CH:9]=[N:10]1)([CH3:17])[CH3:16])(=[O:29])=[O:28]. The catalyst class is: 6. (4) Reactant: [CH2:1]([N:8]1[C:12]([NH2:13])=[CH:11][CH:10]=[N:9]1)[C:2]1[CH:7]=[CH:6][CH:5]=[CH:4][CH:3]=1.[O:14]1[CH2:19][CH2:18][C:17](=O)[CH2:16][CH2:15]1.C(O[BH-](OC(=O)C)OC(=O)C)(=O)C.[Na+]. Product: [CH2:1]([N:8]1[C:12]([NH:13][CH:17]2[CH2:18][CH2:19][O:14][CH2:15][CH2:16]2)=[CH:11][CH:10]=[N:9]1)[C:2]1[CH:3]=[CH:4][CH:5]=[CH:6][CH:7]=1. The catalyst class is: 15. (5) Reactant: [NH2:1][C:2]([CH3:6])([CH3:5])[CH2:3][OH:4].[C:7](Cl)(=[O:14])[C:8]1[CH:13]=[CH:12][CH:11]=[CH:10][CH:9]=1.C(=O)([O-])[O-].[K+].[K+].O. Product: [OH:4][CH2:3][C:2]([NH:1][C:7](=[O:14])[C:8]1[CH:13]=[CH:12][CH:11]=[CH:10][CH:9]=1)([CH3:6])[CH3:5]. The catalyst class is: 13. (6) Reactant: Cl.[CH3:2][O:3][C:4]1[CH:5]=[C:6]2[C:10](=[CH:11][CH:12]=1)[NH:9][N:8]=[C:7]2[C:13]([NH:15][CH2:16][CH:17]1[CH2:22][CH2:21][NH:20][CH2:19][CH2:18]1)=[O:14].C(N(CC)CC)C.[C:30]([O:34][C:35](=[O:41])[NH:36][CH2:37][CH2:38][CH2:39]Br)([CH3:33])([CH3:32])[CH3:31]. Product: [C:30]([O:34][C:35](=[O:41])[NH:36][CH2:37][CH2:38][CH2:39][N:20]1[CH2:21][CH2:22][CH:17]([CH2:16][NH:15][C:13]([C:7]2[C:6]3[C:10](=[CH:11][CH:12]=[C:4]([O:3][CH3:2])[CH:5]=3)[NH:9][N:8]=2)=[O:14])[CH2:18][CH2:19]1)([CH3:33])([CH3:32])[CH3:31]. The catalyst class is: 3. (7) Reactant: [CH3:1][C@:2]12[C@@:19]3([CH3:20])[C@@H:10]([C@:11]4([CH3:33])[C@@H:16]([CH2:17][CH2:18]3)[C:15]([CH3:22])([CH3:21])[C:14]([C:23]3[CH:32]=[CH:31][C:26]([C:27]([O:29]C)=[O:28])=[CH:25][CH:24]=3)=[CH:13][CH2:12]4)[CH2:9][CH2:8][C@@H:7]1[C@H:6]1[C@H:34]([C:37]([CH3:39])=[CH2:38])[CH2:35][CH2:36][C@:5]1([NH:40][CH2:41][CH2:42][S:43]([CH:46]=[CH2:47])(=[O:45])=[O:44])[CH2:4][CH2:3]2.[OH-:48].[Na+]. Product: [OH:48][CH2:47][CH2:46][S:43]([CH2:42][CH2:41][NH:40][C@:5]12[CH2:36][CH2:35][C@@H:34]([C:37]([CH3:39])=[CH2:38])[C@@H:6]1[C@@H:7]1[C@@:2]([CH3:1])([CH2:3][CH2:4]2)[C@@:19]2([CH3:20])[C@@H:10]([C@:11]3([CH3:33])[C@@H:16]([CH2:17][CH2:18]2)[C:15]([CH3:22])([CH3:21])[C:14]([C:23]2[CH:24]=[CH:25][C:26]([C:27]([OH:29])=[O:28])=[CH:31][CH:32]=2)=[CH:13][CH2:12]3)[CH2:9][CH2:8]1)(=[O:45])=[O:44]. The catalyst class is: 12.